Dataset: NCI-60 drug combinations with 297,098 pairs across 59 cell lines. Task: Regression. Given two drug SMILES strings and cell line genomic features, predict the synergy score measuring deviation from expected non-interaction effect. (1) Drug 1: CNC(=O)C1=NC=CC(=C1)OC2=CC=C(C=C2)NC(=O)NC3=CC(=C(C=C3)Cl)C(F)(F)F. Drug 2: C1CCC(C(C1)N)N.C(=O)(C(=O)[O-])[O-].[Pt+4]. Cell line: NCI-H460. Synergy scores: CSS=32.4, Synergy_ZIP=-6.91, Synergy_Bliss=-4.24, Synergy_Loewe=-3.47, Synergy_HSA=-3.05. (2) Synergy scores: CSS=55.1, Synergy_ZIP=12.9, Synergy_Bliss=15.4, Synergy_Loewe=-6.61, Synergy_HSA=16.5. Cell line: TK-10. Drug 2: CC1=C(C(=CC=C1)Cl)NC(=O)C2=CN=C(S2)NC3=CC(=NC(=N3)C)N4CCN(CC4)CCO. Drug 1: CCCS(=O)(=O)NC1=C(C(=C(C=C1)F)C(=O)C2=CNC3=C2C=C(C=N3)C4=CC=C(C=C4)Cl)F. (3) Drug 1: CC1CCC2CC(C(=CC=CC=CC(CC(C(=O)C(C(C(=CC(C(=O)CC(OC(=O)C3CCCCN3C(=O)C(=O)C1(O2)O)C(C)CC4CCC(C(C4)OC)OCCO)C)C)O)OC)C)C)C)OC. Drug 2: CN(CC1=CN=C2C(=N1)C(=NC(=N2)N)N)C3=CC=C(C=C3)C(=O)NC(CCC(=O)O)C(=O)O. Cell line: OVCAR-5. Synergy scores: CSS=43.5, Synergy_ZIP=0.498, Synergy_Bliss=0.495, Synergy_Loewe=-21.2, Synergy_HSA=-0.211.